Dataset: Volume of distribution at steady state (VDss) regression data from Lombardo et al.. Task: Regression/Classification. Given a drug SMILES string, predict its absorption, distribution, metabolism, or excretion properties. Task type varies by dataset: regression for continuous measurements (e.g., permeability, clearance, half-life) or binary classification for categorical outcomes (e.g., BBB penetration, CYP inhibition). For this dataset (vdss_lombardo), we predict log10(VDss) (log10 of volume of distribution in L/kg). The drug is CCC1OC(=O)C(C)C(OC2CC(C)(OC)C(O)C(C)O2)C(C)C(OC2OC(C)CC([NH+](C)C)C2O)C(C)(OC)CC(C)C(=O)C(C)C(O)C1(C)O. The log10(VDss) is 0.180.